Dataset: Full USPTO retrosynthesis dataset with 1.9M reactions from patents (1976-2016). Task: Predict the reactants needed to synthesize the given product. (1) Given the product [CH3:34][O:33][N:32]([CH3:31])[C:14]([C:11]1([F:17])[CH2:10][CH2:9][N:8]([C:6]([O:5][C:1]([CH3:2])([CH3:3])[CH3:4])=[O:7])[CH2:13][CH2:12]1)=[O:16], predict the reactants needed to synthesize it. The reactants are: [C:1]([O:5][C:6]([N:8]1[CH2:13][CH2:12][C:11]([F:17])([C:14]([OH:16])=O)[CH2:10][CH2:9]1)=[O:7])([CH3:4])([CH3:3])[CH3:2].C(N1C=CN=C1)(N1C=CN=C1)=O.Cl.[CH3:31][NH:32][O:33][CH3:34].O. (2) Given the product [CH3:9][O:8][C:3]1[CH:4]=[CH:5][CH:6]=[CH:7][C:2]=1[N:10]1[C:18]2[C:13](=[CH:14][C:15]([CH2:19][N:20]3[CH2:25][CH2:24][CH:23]([C:26]4[CH:27]=[C:28]([NH:32][C:33](=[O:37])[CH:34]([CH3:35])[CH3:36])[CH:29]=[CH:30][CH:31]=4)[CH2:22][CH2:21]3)=[CH:16][CH:17]=2)[CH:12]=[CH:11]1, predict the reactants needed to synthesize it. The reactants are: I[C:2]1[CH:7]=[CH:6][CH:5]=[CH:4][C:3]=1[O:8][CH3:9].[NH:10]1[C:18]2[C:13](=[CH:14][C:15]([CH2:19][N:20]3[CH2:25][CH2:24][CH:23]([C:26]4[CH:27]=[C:28]([NH:32][C:33](=[O:37])[CH:34]([CH3:36])[CH3:35])[CH:29]=[CH:30][CH:31]=4)[CH2:22][CH2:21]3)=[CH:16][CH:17]=2)[CH:12]=[CH:11]1.